Dataset: Catalyst prediction with 721,799 reactions and 888 catalyst types from USPTO. Task: Predict which catalyst facilitates the given reaction. (1) Reactant: C(O[BH-](OC(=O)C)OC(=O)C)(=O)C.[Na+].[CH:15]1([CH2:18][N:19]2[C:27]3[CH:26]=[CH:25][C:24]([C:28]([N:30]4[CH2:35][CH2:34][CH:33]([CH3:36])[CH2:32][CH2:31]4)=[O:29])=[CH:23][C:22]=3[C:21]3[CH2:37][NH:38][CH2:39][CH2:40][C:20]2=3)[CH2:17][CH2:16]1.[C:41]1(=O)[CH2:45][CH2:44][CH2:43][CH2:42]1. Product: [CH:41]1([N:38]2[CH2:39][CH2:40][C:20]3[N:19]([CH2:18][CH:15]4[CH2:17][CH2:16]4)[C:27]4[CH:26]=[CH:25][C:24]([C:28]([N:30]5[CH2:35][CH2:34][CH:33]([CH3:36])[CH2:32][CH2:31]5)=[O:29])=[CH:23][C:22]=4[C:21]=3[CH2:37]2)[CH2:45][CH2:44][CH2:43][CH2:42]1. The catalyst class is: 4. (2) Reactant: [CH:1]1([CH2:4][N:5]2[C:13]3[CH:12]=[C:11]([NH:14][C:15](=[O:21])OC(C)(C)C)[N:10]=[CH:9][C:8]=3[CH:7]=[CH:6]2)[CH2:3][CH2:2]1.N1C=CC=CC=1.ClC([C:31]1[CH:40]=[CH:39][C:34]([C:35]([O:37][CH3:38])=[O:36])=[CH:33][CH:32]=1)=O. The catalyst class is: 89. Product: [CH:1]1([CH2:4][N:5]2[C:13]3[CH:12]=[C:11]([NH:14][C:15]([C:31]4[CH:40]=[CH:39][C:34]([C:35]([O:37][CH3:38])=[O:36])=[CH:33][CH:32]=4)=[O:21])[N:10]=[CH:9][C:8]=3[CH:7]=[CH:6]2)[CH2:2][CH2:3]1. (3) Reactant: [CH3:1][C:2]1[N:6]([CH:7]2[CH2:12][CH2:11][O:10][CH2:9][CH2:8]2)[C:5]2[CH:13]=[CH:14][C:15]([C:17]3[O:18][C:19]4[CH:25]=[C:24]([N+:26]([O-])=O)[CH:23]=[CH:22][C:20]=4[N:21]=3)=[CH:16][C:4]=2[N:3]=1.[H][H]. Product: [CH3:1][C:2]1[N:6]([CH:7]2[CH2:8][CH2:9][O:10][CH2:11][CH2:12]2)[C:5]2[CH:13]=[CH:14][C:15]([C:17]3[O:18][C:19]4[CH:25]=[C:24]([NH2:26])[CH:23]=[CH:22][C:20]=4[N:21]=3)=[CH:16][C:4]=2[N:3]=1. The catalyst class is: 43. (4) Reactant: [C:1]([O:5][C:6]([N:8]1[CH2:13][C@H:12]([CH2:14][O:15][CH3:16])[N:11]([CH2:17][C:18]([N:20]2[C:28]3[CH:27]=[C:26]([C:29]4[CH2:33][CH2:32][CH2:31][CH:30]=4)[N:25]=[CH:24][C:23]=3[C:22]([CH3:35])([CH3:34])[CH2:21]2)=[O:19])[CH2:10][C@H:9]1[CH3:36])=[O:7])([CH3:4])([CH3:3])[CH3:2]. Product: [C:1]([O:5][C:6]([N:8]1[CH2:13][C@H:12]([CH2:14][O:15][CH3:16])[N:11]([CH2:17][C:18]([N:20]2[C:28]3[CH:27]=[C:26]([CH:29]4[CH2:30][CH2:31][CH2:32][CH2:33]4)[N:25]=[CH:24][C:23]=3[C:22]([CH3:35])([CH3:34])[CH2:21]2)=[O:19])[CH2:10][C@H:9]1[CH3:36])=[O:7])([CH3:4])([CH3:2])[CH3:3]. The catalyst class is: 358. (5) Reactant: [CH2:1]([O:3][CH2:4][C:5]1[N:6]([CH2:35][C:36]2[O:40][N:39]=[C:38]([C:41]3[CH:46]=[CH:45][C:44]([F:47])=[CH:43][CH:42]=3)[CH:37]=2)[C:7]2[C:12]([CH3:13])=[C:11]([CH3:14])[N:10]=[C:9]([N:15](CC3C=CC(OC)=CC=3)CC3C=CC(OC)=CC=3)[C:8]=2[N:34]=1)[CH3:2]. Product: [CH2:1]([O:3][CH2:4][C:5]1[N:6]([CH2:35][C:36]2[O:40][N:39]=[C:38]([C:41]3[CH:46]=[CH:45][C:44]([F:47])=[CH:43][CH:42]=3)[CH:37]=2)[C:7]2[C:12]([CH3:13])=[C:11]([CH3:14])[N:10]=[C:9]([NH2:15])[C:8]=2[N:34]=1)[CH3:2]. The catalyst class is: 55. (6) Reactant: [NH2:1][C:2]1[CH:6]=[CH:5][NH:4][N:3]=1.[Br:7][CH:8]([CH:11]=O)[CH:9]=O. Product: [Br:7][C:8]1[CH:9]=[N:1][C:2]2[N:3]([N:4]=[CH:5][CH:6]=2)[CH:11]=1. The catalyst class is: 15. (7) Reactant: Cl[C:2]1[N:3]=[C:4]([NH:11][CH:12]2[CH2:14][CH2:13]2)[C:5]2[O:10][CH:9]=[CH:8][C:6]=2[N:7]=1.[NH2:15][C:16]1[CH:24]=[C:23]2[C:19]([C:20]([CH3:27])([CH3:26])[C:21](=[O:25])[NH:22]2)=[CH:18][CH:17]=1.C([O-])([O-])=O.[K+].[K+].CC(C1C=C(C(C)C)C(C2C=CC=CC=2P(C2CCCCC2)C2CCCCC2)=C(C(C)C)C=1)C. Product: [CH:12]1([NH:11][C:4]2[C:5]3[O:10][CH:9]=[CH:8][C:6]=3[N:7]=[C:2]([NH:15][C:16]3[CH:24]=[C:23]4[C:19]([C:20]([CH3:27])([CH3:26])[C:21](=[O:25])[NH:22]4)=[CH:18][CH:17]=3)[N:3]=2)[CH2:14][CH2:13]1. The catalyst class is: 110.